From a dataset of Full USPTO retrosynthesis dataset with 1.9M reactions from patents (1976-2016). Predict the reactants needed to synthesize the given product. (1) Given the product [CH2:16]([N:3]1[C:4](=[O:15])[C:5]2[C@@H:6]3[C:11]([CH3:12])([CH3:13])[C@@:9]([CH3:14])([CH2:8][CH2:7]3)[C:10]=2[N:2]1[CH3:1])[C:17]1[CH:22]=[CH:21][CH:20]=[CH:19][CH:18]=1, predict the reactants needed to synthesize it. The reactants are: [CH3:1][N:2]1[C:10]2[C@@:9]3([CH3:14])[C:11]([CH3:13])([CH3:12])[C@H:6]([CH2:7][CH2:8]3)[C:5]=2[C:4](=[O:15])[NH:3]1.[CH2:16](Br)[C:17]1[CH:22]=[CH:21][CH:20]=[CH:19][CH:18]=1. (2) Given the product [Br:1][C:2]1[CH:7]=[CH:6][C:5]2[C:8]3([CH2:30][O:28][C:4]=2[CH:3]=1)[C:16]1[C:11](=[CH:12][CH:13]=[CH:14][CH:15]=1)[N:10]([CH2:17][C:18]1[O:19][C:20]([C:23]([F:26])([F:25])[F:24])=[CH:21][CH:22]=1)[C:9]3=[O:27], predict the reactants needed to synthesize it. The reactants are: [Br:1][C:2]1[CH:7]=[CH:6][C:5]([CH:8]2[C:16]3[C:11](=[CH:12][CH:13]=[CH:14][CH:15]=3)[N:10]([CH2:17][C:18]3[O:19][C:20]([C:23]([F:26])([F:25])[F:24])=[CH:21][CH:22]=3)[C:9]2=[O:27])=[C:4]([OH:28])[CH:3]=1.Cl[CH2:30]I.C(=O)([O-])[O-].[Cs+].[Cs+]. (3) The reactants are: [Br:1][C:2]1[CH:7]=[CH:6][N:5]=[C:4]2[NH:8][CH:9]=[CH:10][C:3]=12.[CH3:11][Si:12]([CH3:19])([CH3:18])[CH2:13][CH2:14][O:15][CH2:16]Cl.CN(C=O)C.[H-].[Na+]. Given the product [Br:1][C:2]1[CH:7]=[CH:6][N:5]=[C:4]2[N:8]([CH2:16][O:15][CH2:14][CH2:13][Si:12]([CH3:19])([CH3:18])[CH3:11])[CH:9]=[CH:10][C:3]=12, predict the reactants needed to synthesize it. (4) Given the product [CH:23]1([O:22][C:16]2[CH:15]=[C:14]([N:11]3[CH2:12][CH2:13][NH:8][C@@H:9]([CH2:28][C:29]4[CH:34]=[CH:33][CH:32]=[CH:31][C:30]=4[CH3:35])[CH2:10]3)[CH:19]=[CH:18][C:17]=2[O:20][CH3:21])[CH2:24][CH2:25][CH2:26][CH2:27]1, predict the reactants needed to synthesize it. The reactants are: C(OC([N:8]1[CH2:13][CH2:12][N:11]([C:14]2[CH:19]=[CH:18][C:17]([O:20][CH3:21])=[C:16]([O:22][CH:23]3[CH2:27][CH2:26][CH2:25][CH2:24]3)[CH:15]=2)[CH2:10][C@@H:9]1[CH2:28][C:29]1[CH:34]=[CH:33][CH:32]=[CH:31][C:30]=1[CH3:35])=O)(C)(C)C.Cl. (5) The reactants are: [NH2:1][NH:2][C:3]([C:5]1[C:10]([C:11]([F:14])([F:13])[F:12])=[CH:9][CH:8]=[CH:7][N:6]=1)=[NH:4].[Cl:15][C:16]1[CH:17]=[CH:18][C:19]([OH:24])=[C:20]([CH:23]=1)[CH:21]=O. Given the product [Cl:15][C:16]1[CH:17]=[CH:18][C:19]([OH:24])=[C:20]([C:21]2[NH:1][N:2]=[C:3]([C:5]3[C:10]([C:11]([F:12])([F:13])[F:14])=[CH:9][CH:8]=[CH:7][N:6]=3)[N:4]=2)[CH:23]=1, predict the reactants needed to synthesize it. (6) Given the product [ClH:39].[Cl:39][C:34]1[CH:33]=[C:32]([C@@H:28]2[O:29][CH2:30][CH2:31][NH:26][CH2:27]2)[CH:37]=[CH:36][C:35]=1[NH:38][C:14]([C:12]1[CH:11]=[N:10][N:9]([C:7]2[CH:6]=[N:5][CH:4]=[C:3]([C:2]([F:1])([F:18])[F:17])[N:8]=2)[CH:13]=1)=[O:16], predict the reactants needed to synthesize it. The reactants are: [F:1][C:2]([F:18])([F:17])[C:3]1[N:8]=[C:7]([N:9]2[CH:13]=[C:12]([C:14]([OH:16])=O)[CH:11]=[N:10]2)[CH:6]=[N:5][CH:4]=1.C(OC([N:26]1[CH2:31][CH2:30][O:29][C@@H:28]([C:32]2[CH:37]=[CH:36][C:35]([NH2:38])=[C:34]([Cl:39])[CH:33]=2)[CH2:27]1)=O)(C)(C)C.